This data is from Catalyst prediction with 721,799 reactions and 888 catalyst types from USPTO. The task is: Predict which catalyst facilitates the given reaction. (1) Reactant: [NH2:1][C:2]1[CH:3]=[C:4]2[C:9](=[C:10]([Cl:12])[CH:11]=1)[N:8]=[CH:7][C:6]([C:13]#[N:14])=[C:5]2[NH:15][C:16]1[CH:21]=[CH:20][C:19]([F:22])=[C:18]([Cl:23])[CH:17]=1.[N:24]1[CH:28]=[C:27]([CH2:29][CH:30]=O)[NH:26][CH:25]=1.[BH3-]C#N.[Na+]. Product: [Cl:12][C:10]1[CH:11]=[C:2]([NH:1][CH2:30][CH2:29][C:27]2[NH:26][CH:25]=[N:24][CH:28]=2)[CH:3]=[C:4]2[C:9]=1[N:8]=[CH:7][C:6]([C:13]#[N:14])=[C:5]2[NH:15][C:16]1[CH:21]=[CH:20][C:19]([F:22])=[C:18]([Cl:23])[CH:17]=1. The catalyst class is: 14. (2) Reactant: [CH2:1]([S:3]([N:6]1[CH2:11][CH2:10][C:9]([CH2:14][CH:15]2[CH2:19][CH2:18][CH2:17][O:16]2)([C:12]#[N:13])[CH2:8][CH2:7]1)(=[O:5])=[O:4])[CH3:2].N.O. Product: [CH2:1]([S:3]([N:6]1[CH2:11][CH2:10][C:9]([CH2:12][NH2:13])([CH2:14][CH:15]2[CH2:19][CH2:18][CH2:17][O:16]2)[CH2:8][CH2:7]1)(=[O:5])=[O:4])[CH3:2]. The catalyst class is: 94. (3) Reactant: [Br:1][C:2]1[C:10]2[C:5](=[CH:6][CH:7]=[CH:8][CH:9]=2)[NH:4][N:3]=1.C(N(CC)CC)C.[F:18][C:19]([F:31])([F:30])[C:20]1[CH:25]=[CH:24][CH:23]=[CH:22][C:21]=1[S:26](Cl)(=[O:28])=[O:27]. Product: [Br:1][C:2]1[C:10]2[C:5](=[CH:6][CH:7]=[CH:8][CH:9]=2)[N:4]([S:26]([C:21]2[CH:22]=[CH:23][CH:24]=[CH:25][C:20]=2[C:19]([F:18])([F:30])[F:31])(=[O:28])=[O:27])[N:3]=1. The catalyst class is: 2. (4) Reactant: [Cl:1][C:2]1[CH:3]=[C:4]([N:9]2[N:13]=[C:12]3[CH:14]=[CH:15][C:16]([S:18]([CH3:21])(=[O:20])=[O:19])=[CH:17][C:11]3=[N:10]2)[CH:5]=[CH:6][C:7]=1[Cl:8].[CH3:22][Si]([N-][Si](C)(C)C)(C)C.[Li+].CI.[Cl-].[NH4+]. Product: [Cl:1][C:2]1[CH:3]=[C:4]([N:9]2[N:13]=[C:12]3[CH:14]=[CH:15][C:16]([S:18]([CH2:21][CH3:22])(=[O:19])=[O:20])=[CH:17][C:11]3=[N:10]2)[CH:5]=[CH:6][C:7]=1[Cl:8]. The catalyst class is: 7. (5) Reactant: [F:1][C:2]1[CH:20]=[CH:19][C:5]([CH2:6][CH2:7][C:8]2[CH:17]=[CH:16][C:15]([OH:18])=[CH:14][C:9]=2[C:10]([O:12][CH3:13])=[O:11])=[CH:4][CH:3]=1.[CH3:21][N:22]1[C:26]([CH2:27][CH:28]([C:30]2[S:31][CH:32]=[CH:33][N:34]=2)O)=[CH:25][N:24]=[CH:23]1.C1(P(C2C=CC=CC=2)C2C=CC=CC=2)C=CC=CC=1.CCOC(/N=N/C(OCC)=O)=O. Product: [F:1][C:2]1[CH:20]=[CH:19][C:5]([CH2:6][CH2:7][C:8]2[CH:17]=[CH:16][C:15]([O:18][CH:28]([C:30]3[S:31][CH:32]=[CH:33][N:34]=3)[CH2:27][C:26]3[N:22]([CH3:21])[CH:23]=[N:24][CH:25]=3)=[CH:14][C:9]=2[C:10]([O:12][CH3:13])=[O:11])=[CH:4][CH:3]=1. The catalyst class is: 7. (6) Reactant: [CH3:1][NH:2][CH2:3][C:4]1[C:17]2[C:12](=[CH:13][CH:14]=[CH:15][CH:16]=2)[C:11]([CH2:18][OH:19])=[C:10]2[C:5]=1[CH:6]=[CH:7][CH:8]=[CH:9]2.[C:28](O[C:28]([O:30][C:31]([CH3:34])([CH3:33])[CH3:32])=[O:29])([O:30][C:31]([CH3:34])([CH3:33])[CH3:32])=[O:29].CN(C)C. Product: [C:31]([O:30][C:28](=[O:29])[N:2]([CH2:3][C:4]1[C:17]2[C:12]([C:11]([CH2:18][OH:19])=[C:10]3[C:5]=1[CH:6]=[CH:7][CH:8]=[CH:9]3)=[CH:13][CH:14]=[CH:15][CH:16]=2)[CH3:1])([CH3:32])([CH3:33])[CH3:34]. The catalyst class is: 5. (7) Reactant: [F:1][C:2]([F:41])([F:40])[C:3]1[CH:4]=[C:5]([C@H:13]([N:15]([CH3:39])[C:16]([N:18]2[CH2:30][CH2:29][C@:21]3([NH:25][C@@:24]([CH2:27][OH:28])([CH3:26])[CH2:23][CH2:22]3)[CH2:20][C@@H:19]2[C:31]2[CH:36]=[CH:35][C:34]([F:37])=[CH:33][C:32]=2[CH3:38])=[O:17])[CH3:14])[CH:6]=[C:7]([C:9]([F:12])([F:11])[F:10])[CH:8]=1.[Si:42](Cl)([CH3:45])([CH3:44])[CH3:43].O. Product: [F:41][C:2]([F:1])([F:40])[C:3]1[CH:4]=[C:5]([C@H:13]([N:15]([CH3:39])[C:16]([N:18]2[CH2:30][CH2:29][C@:21]3([NH:25][C@:24]([CH3:26])([CH2:27][O:28][Si:42]([CH3:45])([CH3:44])[CH3:43])[CH2:23][CH2:22]3)[CH2:20][C@@H:19]2[C:31]2[CH:36]=[CH:35][C:34]([F:37])=[CH:33][C:32]=2[CH3:38])=[O:17])[CH3:14])[CH:6]=[C:7]([C:9]([F:12])([F:10])[F:11])[CH:8]=1. The catalyst class is: 4. (8) The catalyst class is: 15. Product: [C:1]([C:3]1[CH:7]=[N:6][N:5]2[C:13]([C:15]3[CH:16]=[C:17]([N:21]([CH2:31][CH3:32])[S:22]([C:25]4[CH:30]=[CH:29][CH:28]=[CH:27][CH:26]=4)(=[O:24])=[O:23])[CH:18]=[CH:19][CH:20]=3)=[CH:12][CH:11]=[N:8][C:4]=12)#[N:2]. Reactant: [C:1]([C:3]1[CH:7]=[N:6][NH:5][C:4]=1[NH2:8])#[N:2].CN(C)[CH:11]=[CH:12][C:13]([C:15]1[CH:16]=[C:17]([N:21]([CH2:31][CH3:32])[S:22]([C:25]2[CH:30]=[CH:29][CH:28]=[CH:27][CH:26]=2)(=[O:24])=[O:23])[CH:18]=[CH:19][CH:20]=1)=O.C(OCC)(=O)C. (9) Reactant: C(N(C(C)C)CC)(C)C.[CH2:10]([CH:17]([CH2:21][C:22]([NH:24][C:25]1[CH:30]=[C:29]([CH2:31][C:32]2[C:41]3[C:36](=[CH:37][CH:38]=[CH:39][CH:40]=3)[C:35](=[O:42])[NH:34][N:33]=2)[CH:28]=[CH:27][C:26]=1[F:43])=[O:23])[C:18]([OH:20])=O)[C:11]1[CH:16]=[CH:15][CH:14]=[CH:13][CH:12]=1. The catalyst class is: 9. Product: [CH2:10]([CH:17]1[CH2:21][C:22](=[O:23])[N:24]([C:25]2[CH:30]=[C:29]([CH2:31][C:32]3[C:41]4[C:36](=[CH:37][CH:38]=[CH:39][CH:40]=4)[C:35](=[O:42])[NH:34][N:33]=3)[CH:28]=[CH:27][C:26]=2[F:43])[C:18]1=[O:20])[C:11]1[CH:16]=[CH:15][CH:14]=[CH:13][CH:12]=1.